Task: Regression. Given a peptide amino acid sequence and an MHC pseudo amino acid sequence, predict their binding affinity value. This is MHC class I binding data.. Dataset: Peptide-MHC class I binding affinity with 185,985 pairs from IEDB/IMGT (1) The peptide sequence is KAYAQMWSL. The MHC is HLA-B58:01 with pseudo-sequence HLA-B58:01. The binding affinity (normalized) is 0.828. (2) The binding affinity (normalized) is 0.0847. The peptide sequence is TTYVYTLPV. The MHC is HLA-A25:01 with pseudo-sequence HLA-A25:01. (3) The peptide sequence is WTMKILIGV. The MHC is HLA-A02:17 with pseudo-sequence HLA-A02:17. The binding affinity (normalized) is 0.195. (4) The peptide sequence is VSFQQPLQQY. The MHC is HLA-A68:01 with pseudo-sequence HLA-A68:01. The binding affinity (normalized) is 0. (5) The peptide sequence is AVNPGGNIY. The MHC is HLA-A01:01 with pseudo-sequence HLA-A01:01. The binding affinity (normalized) is 0.260. (6) The peptide sequence is GRIPVSDIF. The MHC is HLA-A25:01 with pseudo-sequence HLA-A25:01. The binding affinity (normalized) is 0.0847. (7) The MHC is HLA-B53:01 with pseudo-sequence HLA-B53:01. The binding affinity (normalized) is 0.683. The peptide sequence is FPVRPQVPF.